Dataset: Reaction yield outcomes from USPTO patents with 853,638 reactions. Task: Predict the reaction yield, written as a fraction of the theoretical maximum amount of product (1.0 means a 100% yield; for example, 0.34 means a 34% yield). (1) The reactants are [Si:1](Cl)([C:4]([CH3:7])([CH3:6])[CH3:5])([CH3:3])[CH3:2].[OH:9][CH2:10][CH2:11][CH2:12][O:13][C:14]1[CH:21]=[CH:20][C:17]([C:18]#[N:19])=[CH:16][N:15]=1.CCN(CC)CC. The catalyst is C(Cl)Cl.CN(C1C=CN=CC=1)C.[Cl-].[Na+].O. The product is [C:4]([Si:1]([CH3:3])([CH3:2])[O:9][CH2:10][CH2:11][CH2:12][O:13][C:14]1[CH:21]=[CH:20][C:17]([C:18]#[N:19])=[CH:16][N:15]=1)([CH3:7])([CH3:6])[CH3:5]. The yield is 0.690. (2) The reactants are C[Mg+].[Br-].[F:4][C:5]1[CH:6]=[CH:7][C:8]([C:11]#[N:12])=[N:9][CH:10]=1.[C:13](OC(=O)C)(=[O:15])[CH3:14].[C:20](=O)(O)[O-].[Na+]. The catalyst is CCOCC.C1COCC1.ClCCl. The product is [F:4][C:5]1[CH:6]=[CH:7][C:8]([C:11]([NH:12][C:13](=[O:15])[CH3:14])=[CH2:20])=[N:9][CH:10]=1. The yield is 0.350. (3) The product is [CH2:10]([O:9][C:7]([C:3]1([NH:2][C:17]([O:16][C:12]([CH3:15])([CH3:14])[CH3:13])=[O:18])[CH2:6][CH2:5][CH2:4]1)=[O:8])[CH3:11]. The yield is 0.970. The reactants are Cl.[NH2:2][C:3]1([C:7]([O:9][CH2:10][CH3:11])=[O:8])[CH2:6][CH2:5][CH2:4]1.[C:12]([O:16][C:17](O[C:17]([O:16][C:12]([CH3:15])([CH3:14])[CH3:13])=[O:18])=[O:18])([CH3:15])([CH3:14])[CH3:13].C(N(CC)CC)C.O. The catalyst is CN(C=O)C.C(OCC)C. (4) The reactants are C1C2C(COC([NH:18][C@H:19]([C:23]([N:25]([C@@H:27]([C@@H:60]([CH3:63])[CH2:61][CH3:62])[C@H:28]([O:58][CH3:59])[CH2:29][C:30]([N:32]3[CH2:36][CH2:35][CH2:34][C@H:33]3[C@H:37]([O:56][CH3:57])[C@@H:38]([CH3:55])[C:39](=[O:54])[NH:40][C@H:41]([C:49]3[S:50][CH:51]=[CH:52][N:53]=3)[CH2:42][C:43]3[CH:48]=[CH:47][CH:46]=[CH:45][CH:44]=3)=[O:31])[CH3:26])=[O:24])[CH:20]([CH3:22])[CH3:21])=O)C3C(=CC=CC=3)C=2C=CC=1. The catalyst is O1CCCC1.C(NCC)C. The product is [CH3:59][O:58][C@@H:28]([C@@H:27]([N:25]([CH3:26])[C:23](=[O:24])[C@H:19]([CH:20]([CH3:22])[CH3:21])[NH2:18])[C@@H:60]([CH3:63])[CH2:61][CH3:62])[CH2:29][C:30]([N:32]1[CH2:36][CH2:35][CH2:34][C@H:33]1[C@H:37]([O:56][CH3:57])[C@@H:38]([CH3:55])[C:39](=[O:54])[NH:40][C@H:41]([C:49]1[S:50][CH:51]=[CH:52][N:53]=1)[CH2:42][C:43]1[CH:44]=[CH:45][CH:46]=[CH:47][CH:48]=1)=[O:31]. The yield is 0.790. (5) The reactants are [O-]CC.[Na+].C(O[C:8](=[O:20])[CH:9]([C:18]#[N:19])[CH2:10][CH:11](OCC)OCC)C.[CH3:21][C:22]([CH3:27])([CH3:26])[C:23]([NH2:25])=[NH:24]. The catalyst is CCO. The product is [C:22]([C:23]1[NH:25][C:18]2[NH:19][CH:11]=[CH:10][C:9]=2[C:8](=[O:20])[N:24]=1)([CH3:27])([CH3:26])[CH3:21]. The yield is 0.470. (6) The reactants are [CH3:1][C:2]1[CH:16]=[CH:15][C:5]([CH:6](O)[C:7]2[CH:12]=[CH:11][C:10]([CH3:13])=[CH:9][CH:8]=2)=[CH:4][CH:3]=1.S(=O)(=O)(O)O.[CH:22]([OH:24])=[O:23].[OH-].[K+]. The catalyst is O. The product is [CH3:1][C:2]1[CH:16]=[CH:15][C:5]([CH:6]([C:7]2[CH:12]=[CH:11][C:10]([CH3:13])=[CH:9][CH:8]=2)[C:22]([OH:24])=[O:23])=[CH:4][CH:3]=1. The yield is 0.260.